From a dataset of Catalyst prediction with 721,799 reactions and 888 catalyst types from USPTO. Predict which catalyst facilitates the given reaction. (1) Reactant: [Cl:1][C:2]1[C:3]([F:35])=[CH:4][C:5]([O:33][CH3:34])=[C:6]([C:8]2[C:17]3[C:12](=[CH:13][C:14]([S:18](OC4C(F)=C(F)C(F)=C(F)C=4F)(=[O:20])=[O:19])=[CH:15][CH:16]=3)[CH:11]=[CH:10][N:9]=2)[CH:7]=1.C1COCC1.[O:41]1[CH:45]=[CH:44][C:43]([NH2:46])=[N:42]1.C[Si]([N-][Si](C)(C)C)(C)C.[Li+]. Product: [Cl:1][C:2]1[C:3]([F:35])=[CH:4][C:5]([O:33][CH3:34])=[C:6]([C:8]2[C:17]3[C:12](=[CH:13][C:14]([S:18]([NH:46][C:43]4[CH:44]=[CH:45][O:41][N:42]=4)(=[O:19])=[O:20])=[CH:15][CH:16]=3)[CH:11]=[CH:10][N:9]=2)[CH:7]=1. The catalyst class is: 33. (2) Reactant: Cl[C:2]([O:4][CH2:5][C:6]1[CH:11]=[CH:10][CH:9]=[CH:8][CH:7]=1)=[O:3].Cl.[NH2:13][CH2:14][CH2:15][C:16]1[CH:23]=[CH:22][C:19]([C:20]#[N:21])=[CH:18][CH:17]=1.C(N(CC)CC)C. Product: [C:20]([C:19]1[CH:22]=[CH:23][C:16]([CH2:15][CH2:14][NH:13][C:2](=[O:3])[O:4][CH2:5][C:6]2[CH:11]=[CH:10][CH:9]=[CH:8][CH:7]=2)=[CH:17][CH:18]=1)#[N:21]. The catalyst class is: 4. (3) Reactant: [F:1][C:2]1[CH:21]=[CH:20][C:5]2[C:6]([C:9]3[CH:14]=[CH:13][C:12]([O:15][CH2:16][C@H:17]4[CH2:19][O:18]4)=[CH:11][CH:10]=3)=[N:7][O:8][C:4]=2[CH:3]=1.[F:22][C:23]1[CH:30]=[CH:29][CH:28]=[C:27]([F:31])[C:24]=1[CH2:25][NH2:26]. Product: [F:22][C:23]1[CH:30]=[CH:29][CH:28]=[C:27]([F:31])[C:24]=1[CH2:25][NH:26][CH2:19][C@@H:17]([OH:18])[CH2:16][O:15][C:12]1[CH:13]=[CH:14][C:9]([C:6]2[C:5]3[CH:20]=[CH:21][C:2]([F:1])=[CH:3][C:4]=3[O:8][N:7]=2)=[CH:10][CH:11]=1. The catalyst class is: 8. (4) Reactant: CC1C=CC(S(O[CH2:12][C@@H:13]2[O:28][C:17]3=[C:18]4[C:23](=[CH:24][CH:25]=[C:16]3[O:15][CH2:14]2)[N:22]=[C:21]([CH2:26][CH3:27])[CH:20]=[CH:19]4)(=O)=O)=CC=1.C(=O)([O-])[O-].[K+].[K+].[NH:35]1[CH2:40][CH:39]=[C:38]([C:41]2[C:49]3[C:44](=[CH:45][CH:46]=[CH:47][CH:48]=3)[NH:43][CH:42]=2)[CH2:37][CH2:36]1. Product: [CH2:26]([C:21]1[CH:20]=[CH:19][C:18]2[C:23](=[CH:24][CH:25]=[C:16]3[O:15][CH2:14][CH:13]([CH2:12][N:35]4[CH2:36][CH:37]=[C:38]([C:41]5[C:49]6[C:44](=[CH:45][CH:46]=[CH:47][CH:48]=6)[NH:43][CH:42]=5)[CH2:39][CH2:40]4)[O:28][C:17]3=2)[N:22]=1)[CH3:27]. The catalyst class is: 118. (5) Reactant: [S:1]([NH2:11])(=[O:10])([C:3]1[CH:8]=[CH:7][C:6]([NH2:9])=[CH:5][CH:4]=1)=[O:2].[F:12][C:13]1[CH:30]=[CH:29][C:16]([CH2:17][CH:18]2[CH2:23][CH2:22][N:21]([C:24](=[O:28])[C:25](O)=[O:26])[CH2:20][CH2:19]2)=[CH:15][CH:14]=1. Product: [F:12][C:13]1[CH:30]=[CH:29][C:16]([CH2:17][CH:18]2[CH2:19][CH2:20][N:21]([C:24](=[O:28])[C:25]([NH:9][C:6]3[CH:5]=[CH:4][C:3]([S:1](=[O:10])(=[O:2])[NH2:11])=[CH:8][CH:7]=3)=[O:26])[CH2:22][CH2:23]2)=[CH:15][CH:14]=1. The catalyst class is: 27.